This data is from NCI-60 drug combinations with 297,098 pairs across 59 cell lines. The task is: Regression. Given two drug SMILES strings and cell line genomic features, predict the synergy score measuring deviation from expected non-interaction effect. Drug 1: CC1=C2C(C(=O)C3(C(CC4C(C3C(C(C2(C)C)(CC1OC(=O)C(C(C5=CC=CC=C5)NC(=O)C6=CC=CC=C6)O)O)OC(=O)C7=CC=CC=C7)(CO4)OC(=O)C)O)C)OC(=O)C. Drug 2: C1=CN(C=N1)CC(O)(P(=O)(O)O)P(=O)(O)O. Cell line: UO-31. Synergy scores: CSS=3.20, Synergy_ZIP=-0.533, Synergy_Bliss=-0.477, Synergy_Loewe=-0.460, Synergy_HSA=0.153.